This data is from Forward reaction prediction with 1.9M reactions from USPTO patents (1976-2016). The task is: Predict the product of the given reaction. (1) Given the reactants Cl[C:2]1[C:11]2=[N:12][N:13](CC3C=CC(OC)=CC=3)[C:14]([N+:15]([O-:17])=[O:16])=[C:10]2[C:9]2[CH:8]=[CH:7][CH:6]=[CH:5][C:4]=2[N:3]=1.[CH3:27][O:28][C:29]1[CH:30]=[C:31]([CH:33]=[CH:34][C:35]=1[O:36][CH3:37])[NH2:32].Cl, predict the reaction product. The product is: [CH3:27][O:28][C:29]1[CH:30]=[C:31]([NH:32][C:2]2[C:11]3=[N:12][NH:13][C:14]([N+:15]([O-:17])=[O:16])=[C:10]3[C:9]3[CH:8]=[CH:7][CH:6]=[CH:5][C:4]=3[N:3]=2)[CH:33]=[CH:34][C:35]=1[O:36][CH3:37]. (2) Given the reactants [CH2:1]([S:3]([CH2:6][CH2:7][CH2:8][C:9]12[CH2:16][CH2:15][C:12]([C:17]([OH:19])=O)([CH2:13][CH2:14]1)[CH2:11][CH2:10]2)(=[O:5])=[O:4])[CH3:2].C(Cl)(=O)C(Cl)=O.[CH3:26][NH2:27], predict the reaction product. The product is: [CH2:1]([S:3]([CH2:6][CH2:7][CH2:8][C:9]12[CH2:16][CH2:15][C:12]([C:17]([NH:27][CH3:26])=[O:19])([CH2:13][CH2:14]1)[CH2:11][CH2:10]2)(=[O:5])=[O:4])[CH3:2].